From a dataset of Catalyst prediction with 721,799 reactions and 888 catalyst types from USPTO. Predict which catalyst facilitates the given reaction. (1) Reactant: [OH:1][C:2]1[C:10]([CH:11]=[O:12])=[C:9]2[C:5]([CH:6]=[N:7][NH:8]2)=[CH:4][CH:3]=1.[Cl-].Cl[CH2:15][C:16]1[C:17]([C:22]2[N:26]([CH:27]([CH3:29])[CH3:28])[N:25]=[CH:24][CH:23]=2)=[NH+:18][CH:19]=[CH:20][CH:21]=1.C(=O)([O-])[O-].[K+].[K+].C(OCC)(=O)C. Product: [CH:27]([N:26]1[C:22]([C:17]2[C:16]([CH2:15][O:1][C:2]3[C:10]([CH:11]=[O:12])=[C:9]4[C:5]([CH:6]=[N:7][NH:8]4)=[CH:4][CH:3]=3)=[CH:21][CH:20]=[CH:19][N:18]=2)=[CH:23][CH:24]=[N:25]1)([CH3:29])[CH3:28]. The catalyst class is: 35. (2) Reactant: [CH3:1][O:2][CH2:3][C@H:4]([CH3:33])[O:5][C:6]1[CH:7]=[C:8]([C:23]2[NH:27][C:26]([C:28]([O:30]CC)=[O:29])=[CH:25][CH:24]=2)[CH:9]=[C:10]([O:12][C:13]2[CH:18]=[CH:17][C:16]([S:19]([CH3:22])(=[O:21])=[O:20])=[CH:15][CH:14]=2)[CH:11]=1.[OH-].[Na+].Cl. Product: [CH3:1][O:2][CH2:3][C@H:4]([CH3:33])[O:5][C:6]1[CH:7]=[C:8]([C:23]2[NH:27][C:26]([C:28]([OH:30])=[O:29])=[CH:25][CH:24]=2)[CH:9]=[C:10]([O:12][C:13]2[CH:14]=[CH:15][C:16]([S:19]([CH3:22])(=[O:20])=[O:21])=[CH:17][CH:18]=2)[CH:11]=1. The catalyst class is: 8. (3) Reactant: [Cl:1][C:2]1[CH:3]=[C:4]2[C:8](=[CH:9][CH:10]=1)[N:7]([CH2:11][C:12]1[CH:13]=[C:14]([CH:18]=[CH:19][N:20]=1)[C:15]([OH:17])=O)[N:6]=[CH:5]2.Cl.[NH2:22][CH2:23][C:24]1[C:25]([CH3:32])=[CH:26][C:27]([NH2:31])=[N:28][C:29]=1[CH3:30].CN(C(ON1N=NC2C=CC=NC1=2)=[N+](C)C)C.F[P-](F)(F)(F)(F)F. Product: [NH2:31][C:27]1[N:28]=[C:29]([CH3:30])[C:24]([CH2:23][NH:22][C:15](=[O:17])[C:14]2[CH:18]=[CH:19][N:20]=[C:12]([CH2:11][N:7]3[C:8]4[C:4](=[CH:3][C:2]([Cl:1])=[CH:10][CH:9]=4)[CH:5]=[N:6]3)[CH:13]=2)=[C:25]([CH3:32])[CH:26]=1. The catalyst class is: 31. (4) Reactant: [NH2:1][C:2]1[CH:7]=[CH:6][C:5]([B:8]2[O:16][C:13]([CH3:15])([CH3:14])[C:10]([CH3:12])([CH3:11])[O:9]2)=[CH:4][CH:3]=1.[CH:17]1[C:29]2[CH:28]([CH2:30][O:31][C:32]([NH:34][C@H:35]([CH:44]([CH3:46])[CH3:45])[C:36]([NH:38][C@H:39]([CH3:43])[C:40](O)=[O:41])=[O:37])=[O:33])[C:27]3[C:22](=[CH:23][CH:24]=[CH:25][CH:26]=3)[C:21]=2[CH:20]=[CH:19][CH:18]=1.C1CCC(N=C=NC2CCCCC2)CC1. Product: [CH3:45][CH:44]([CH3:46])[C@H:35]([NH:34][C:32](=[O:33])[O:31][CH2:30][CH:28]1[C:27]2[CH:26]=[CH:25][CH:24]=[CH:23][C:22]=2[C:21]2[C:29]1=[CH:17][CH:18]=[CH:19][CH:20]=2)[C:36](=[O:37])[NH:38][C@@H:39]([CH3:43])[C:40](=[O:41])[NH:1][C:2]1[CH:7]=[CH:6][C:5]([B:8]2[O:16][C:13]([CH3:15])([CH3:14])[C:10]([CH3:11])([CH3:12])[O:9]2)=[CH:4][CH:3]=1. The catalyst class is: 79. (5) Reactant: [O:1]1[CH2:6][CH2:5][CH2:4][CH2:3][CH:2]1[N:7]1[C:15]2[C:10](=[CH:11][C:12]([C:16]([C:18]([F:21])([F:20])[F:19])=[CH2:17])=[CH:13][CH:14]=2)[C:9]([C:22]2[N:27]=[C:26]([O:28][C@H:29]3[CH2:36][N:35]([C:37]([O:39][C:40]([CH3:43])([CH3:42])[CH3:41])=[O:38])[CH2:34][CH2:33][C:30]43[CH2:32][CH2:31]4)[CH:25]=[N:24][CH:23]=2)=[N:8]1. Product: [O:1]1[CH2:6][CH2:5][CH2:4][CH2:3][CH:2]1[N:7]1[C:15]2[C:10](=[CH:11][C:12]([CH:16]([CH3:17])[C:18]([F:21])([F:19])[F:20])=[CH:13][CH:14]=2)[C:9]([C:22]2[N:27]=[C:26]([O:28][C@H:29]3[CH2:36][N:35]([C:37]([O:39][C:40]([CH3:41])([CH3:43])[CH3:42])=[O:38])[CH2:34][CH2:33][C:30]43[CH2:32][CH2:31]4)[CH:25]=[N:24][CH:23]=2)=[N:8]1. The catalyst class is: 354. (6) Reactant: [O:1]=[C:2]1[C:10]2[CH:9]=[CH:8][CH:7]=[C:6]([C:11]([OH:13])=O)[C:5]=2[CH2:4][CH2:3]1.Cl.[CH3:15][NH:16][CH3:17].O.ON1C2C=CC=CC=2N=N1.C(N(CC)CC)C.Cl.CN(C)CCCN=C=NCC. Product: [CH3:15][N:16]([CH3:17])[C:11]([C:6]1[C:5]2[CH2:4][CH2:3][C:2](=[O:1])[C:10]=2[CH:9]=[CH:8][CH:7]=1)=[O:13]. The catalyst class is: 9. (7) Reactant: [N:1]([CH2:4][CH2:5][O:6][C:7]1[N:16]=[C:15]([NH:17][CH:18]2[CH2:23][CH2:22][N:21]([S:24]([C:27]3[CH:35]=[CH:34][C:30]([C:31]([OH:33])=[O:32])=[CH:29][CH:28]=3)(=[O:26])=[O:25])[CH2:20][CH2:19]2)[C:14]2[C:9](=[CH:10][CH:11]=[C:12]([CH:36]([C:44]3[CH:49]=[CH:48][C:47]([Cl:50])=[CH:46][CH:45]=3)[C:37]3[CH:42]=[CH:41][C:40]([Cl:43])=[CH:39][CH:38]=3)[CH:13]=2)[N:8]=1)=[N+]=[N-].C1C=CC(P(C2C=CC=CC=2)C2C=CC=CC=2)=CC=1.[OH-].[Na+]. Product: [NH2:1][CH2:4][CH2:5][O:6][C:7]1[N:16]=[C:15]([NH:17][CH:18]2[CH2:23][CH2:22][N:21]([S:24]([C:27]3[CH:28]=[CH:29][C:30]([C:31]([OH:33])=[O:32])=[CH:34][CH:35]=3)(=[O:25])=[O:26])[CH2:20][CH2:19]2)[C:14]2[C:9](=[CH:10][CH:11]=[C:12]([CH:36]([C:44]3[CH:45]=[CH:46][C:47]([Cl:50])=[CH:48][CH:49]=3)[C:37]3[CH:42]=[CH:41][C:40]([Cl:43])=[CH:39][CH:38]=3)[CH:13]=2)[N:8]=1. The catalyst class is: 7.